From a dataset of Catalyst prediction with 721,799 reactions and 888 catalyst types from USPTO. Predict which catalyst facilitates the given reaction. (1) Reactant: [CH3:1][O:2][C:3]1[CH:8]=[CH:7][N:6]=[C:5]([CH2:9][CH2:10][C:11]2[NH:20][C:14]3=[N:15][CH:16]=[C:17](Br)[CH:18]=[C:13]3[N:12]=2)[CH:4]=1.[CH3:21][O:22][C:23]1[CH:24]=[C:25](B(O)O)[CH:26]=[CH:27][C:28]=1[O:29][CH3:30].C(=O)([O-])[O-].[K+].[K+].[Cl-].[Li+]. Product: [CH3:1][O:2][C:3]1[CH:8]=[CH:7][N:6]=[C:5]([CH2:9][CH2:10][C:11]2[NH:20][C:14]3=[N:15][CH:16]=[C:17]([C:26]4[CH:25]=[CH:24][C:23]([O:22][CH3:21])=[C:28]([O:29][CH3:30])[CH:27]=4)[CH:18]=[C:13]3[N:12]=2)[CH:4]=1. The catalyst class is: 70. (2) Reactant: [NH2:1][C:2]1[N:6]([C:7]2[CH:16]=[CH:15][C:10]3[NH:11][C:12]([CH3:14])=[N:13][C:9]=3[CH:8]=2)[N:5]=[CH:4][C:3]=1[C:17]([C:19]1[N:20](S(C2C=CC=CC=2)(=O)=O)[C:21]2[C:26]([CH:27]=1)=[CH:25][CH:24]=[C:23]([CH2:28][N:29]1[CH2:34][CH2:33][O:32][CH2:31][CH2:30]1)[CH:22]=2)=[O:18].[F-].C([N+](CCCC)(CCCC)CCCC)CCC. Product: [NH2:1][C:2]1[N:6]([C:7]2[CH:16]=[CH:15][C:10]3[NH:11][C:12]([CH3:14])=[N:13][C:9]=3[CH:8]=2)[N:5]=[CH:4][C:3]=1[C:17]([C:19]1[NH:20][C:21]2[C:26]([CH:27]=1)=[CH:25][CH:24]=[C:23]([CH2:28][N:29]1[CH2:34][CH2:33][O:32][CH2:31][CH2:30]1)[CH:22]=2)=[O:18]. The catalyst class is: 7. (3) Reactant: [Cl:1][C:2]1[CH:7]=[CH:6][C:5]([C:8](=[C:11]2[CH2:16][CH2:15][O:14][CH2:13][CH2:12]2)[C:9]#[N:10])=[CH:4][CH:3]=1.N.O. Product: [Cl:1][C:2]1[CH:7]=[CH:6][C:5]([CH:8]([CH:11]2[CH2:16][CH2:15][O:14][CH2:13][CH2:12]2)[CH2:9][NH2:10])=[CH:4][CH:3]=1. The catalyst class is: 94. (4) Reactant: [F:1][C:2]1[CH:3]=[C:4]([CH2:9][C@H:10]([NH:38]C(=O)OC(C)(C)C)[C:11]2[C:16]([C:17]3[CH:18]=[CH:19][CH:20]=[C:21]4[C:25]=3[N:24]([CH3:26])[N:23]=[C:22]4[NH:27][S:28]([CH3:31])(=[O:30])=[O:29])=[CH:15][CH:14]=[C:13]([C:32]#[C:33][C:34]([OH:37])([CH3:36])[CH3:35])[N:12]=2)[CH:5]=[C:6]([F:8])[CH:7]=1.Cl.O1CCOCC1. Product: [NH2:38][C@H:10]([C:11]1[C:16]([C:17]2[CH:18]=[CH:19][CH:20]=[C:21]3[C:25]=2[N:24]([CH3:26])[N:23]=[C:22]3[NH:27][S:28]([CH3:31])(=[O:30])=[O:29])=[CH:15][CH:14]=[C:13]([C:32]#[C:33][C:34]([OH:37])([CH3:35])[CH3:36])[N:12]=1)[CH2:9][C:4]1[CH:3]=[C:2]([F:1])[CH:7]=[C:6]([F:8])[CH:5]=1. The catalyst class is: 2. (5) Reactant: [CH2:1]([N:8]1[CH2:13][CH2:12][C:11]2([C:21]3[C:16](=[CH:17][CH:18]=[CH:19][C:20]=3[CH:22]([OH:24])[CH3:23])[N:15](C(OC(C)(C)C)=O)[CH2:14]2)[CH2:10][CH2:9]1)[C:2]1[CH:7]=[CH:6][CH:5]=[CH:4][CH:3]=1.[ClH:32]. Product: [ClH:32].[ClH:32].[CH2:1]([N:8]1[CH2:13][CH2:12][C:11]2([C:21]3[C:16](=[CH:17][CH:18]=[CH:19][C:20]=3[CH:22]([OH:24])[CH3:23])[NH:15][CH2:14]2)[CH2:10][CH2:9]1)[C:2]1[CH:7]=[CH:6][CH:5]=[CH:4][CH:3]=1. The catalyst class is: 135. (6) Reactant: CC1(C)C(C)(C)OB([C:9]2[CH:17]=[C:16]([C:18]([F:21])([F:20])[F:19])[CH:15]=[C:14]3[C:10]=2[CH:11]=[N:12][NH:13]3)O1.Br[C:24]1[CH:25]=[CH:26][C:27]([S:30]([NH:33][CH2:34][CH2:35][OH:36])(=[O:32])=[O:31])=[N:28][CH:29]=1.[C:37](=[O:40])(O)[O-:38].[Na+]. Product: [C:37]([OH:38])([C:18]([F:21])([F:20])[F:19])=[O:40].[OH:36][CH2:35][CH2:34][NH:33][S:30]([C:27]1[CH:26]=[CH:25][C:24]([C:9]2[CH:17]=[C:16]([C:18]([F:19])([F:20])[F:21])[CH:15]=[C:14]3[C:10]=2[CH:11]=[N:12][NH:13]3)=[CH:29][N:28]=1)(=[O:32])=[O:31]. The catalyst class is: 294. (7) Reactant: [C:1]([C:3]1[CH:4]=[C:5]([CH:26]=[CH:27][CH:28]=1)[C:6]([NH:8][C:9]1[C:10]([CH3:25])=[C:11]2[C:17]([CH:18]3[CH2:23][CH2:22][NH:21][CH2:20][CH2:19]3)=[CH:16][N:15]([CH3:24])[C:12]2=[N:13][CH:14]=1)=[O:7])#[N:2].[F:29][C:30]([F:38])([F:37])[C@H:31]([OH:36])[CH2:32][C:33](O)=[O:34].F[P-](F)(F)(F)(F)F.N1(OC(N(C)C)=[N+](C)C)C2N=CC=CC=2N=N1.C(N(C(C)C)CC)(C)C. Product: [C:1]([C:3]1[CH:4]=[C:5]([CH:26]=[CH:27][CH:28]=1)[C:6]([NH:8][C:9]1[C:10]([CH3:25])=[C:11]2[C:17]([CH:18]3[CH2:19][CH2:20][N:21]([C:33](=[O:34])[CH2:32][C@@H:31]([OH:36])[C:30]([F:38])([F:37])[F:29])[CH2:22][CH2:23]3)=[CH:16][N:15]([CH3:24])[C:12]2=[N:13][CH:14]=1)=[O:7])#[N:2]. The catalyst class is: 9.